This data is from Forward reaction prediction with 1.9M reactions from USPTO patents (1976-2016). The task is: Predict the product of the given reaction. (1) Given the reactants O[CH2:2][C:3]1[CH:12]=[N:11][C:10]2[N:9]3[CH2:13][CH2:14][S:15][CH2:16][CH:8]3[C:7](=[O:17])[NH:6][C:5]=2[CH:4]=1.[I-].C(C[P+](C)(C)C)#N.C(N(C(C)C)C(C)C)C.Cl.[Cl:36][C:37]1[CH:42]=[CH:41][C:40]([N:43]2[CH2:48][CH2:47][NH:46][CH2:45][CH2:44]2)=[CH:39][CH:38]=1, predict the reaction product. The product is: [Cl:36][C:37]1[CH:38]=[CH:39][C:40]([N:43]2[CH2:48][CH2:47][N:46]([CH2:2][C:3]3[CH:12]=[N:11][C:10]4[N:9]5[CH2:13][CH2:14][S:15][CH2:16][CH:8]5[C:7](=[O:17])[NH:6][C:5]=4[CH:4]=3)[CH2:45][CH2:44]2)=[CH:41][CH:42]=1. (2) Given the reactants [S:1]1[C:5]2[CH:6]=[CH:7][CH:8]=[CH:9][C:4]=2[N:3]=[C:2]1[NH:10][C:11]([C:13]1[CH:14]=[CH:15][CH:16]=[C:17]2[C:22]=1[CH2:21][N:20]([C:23]1[S:24][C:25]([C:32]#[C:33][CH2:34][OH:35])=[C:26]([C:28]([O:30][CH3:31])=[O:29])[N:27]=1)[CH2:19][CH2:18]2)=[O:12], predict the reaction product. The product is: [S:1]1[C:5]2[CH:6]=[CH:7][CH:8]=[CH:9][C:4]=2[N:3]=[C:2]1[NH:10][C:11]([C:13]1[CH:14]=[CH:15][CH:16]=[C:17]2[C:22]=1[CH2:21][N:20]([C:23]1[S:24][C:25]([CH2:32][CH2:33][CH2:34][OH:35])=[C:26]([C:28]([O:30][CH3:31])=[O:29])[N:27]=1)[CH2:19][CH2:18]2)=[O:12]. (3) Given the reactants [Br:1][C:2]1[C:3]([C:17]([OH:19])=O)=[N:4][C:5]([Cl:16])=[CH:6][C:7]=1[N:8]([CH3:15])[CH:9]1[CH2:14][CH2:13][O:12][CH2:11][CH2:10]1.CCN(C(C)C)C(C)C.CN(C(ON1N=NC2C=CC=NC1=2)=[N+](C)C)C.F[P-](F)(F)(F)(F)F.[NH2:53][CH2:54][C:55]1[C:56](=[O:63])[NH:57][C:58]([CH3:62])=[CH:59][C:60]=1[CH3:61], predict the reaction product. The product is: [Br:1][C:2]1[C:3]([C:17]([NH:53][CH2:54][C:55]2[C:56](=[O:63])[NH:57][C:58]([CH3:62])=[CH:59][C:60]=2[CH3:61])=[O:19])=[N:4][C:5]([Cl:16])=[CH:6][C:7]=1[N:8]([CH3:15])[CH:9]1[CH2:10][CH2:11][O:12][CH2:13][CH2:14]1. (4) Given the reactants [CH3:1][O:2][C:3]1[CH:4]=[C:5]([CH2:11][C:12](N(OC)C)=[O:13])[CH:6]=[CH:7][C:8]=1[O:9][CH3:10].[C:18]1([Mg]Br)[CH:23]=[CH:22][CH:21]=[CH:20][CH:19]=1, predict the reaction product. The product is: [CH3:1][O:2][C:3]1[CH:4]=[C:5]([CH2:11][C:12]([C:18]2[CH:23]=[CH:22][CH:21]=[CH:20][CH:19]=2)=[O:13])[CH:6]=[CH:7][C:8]=1[O:9][CH3:10].